From a dataset of Full USPTO retrosynthesis dataset with 1.9M reactions from patents (1976-2016). Predict the reactants needed to synthesize the given product. Given the product [CH3:1][C:2]1[C:3]([NH:12][CH:13]([C:17]2[CH:18]=[CH:19][C:20]([C:21]([OH:23])=[O:22])=[CH:26][CH:27]=2)[CH2:14][CH2:15][CH3:16])=[N:4][C:5]2[C:10]([CH:11]=1)=[CH:9][CH:8]=[CH:7][CH:6]=2, predict the reactants needed to synthesize it. The reactants are: [CH3:1][C:2]1[C:3]([NH:12][CH:13]([C:17]2[CH:27]=[CH:26][C:20]([C:21]([O:23]CC)=[O:22])=[CH:19][CH:18]=2)[CH2:14][CH2:15][CH3:16])=[N:4][C:5]2[C:10]([CH:11]=1)=[CH:9][CH:8]=[CH:7][CH:6]=2.[OH-].[Na+].